Task: Predict the product of the given reaction.. Dataset: Forward reaction prediction with 1.9M reactions from USPTO patents (1976-2016) Given the reactants [F:1][C:2]1[CH:9]=[CH:8][C:5]([C:6]#N)=[C:4]([C:10]2[N:15]=[CH:14][CH:13]=[CH:12][N:11]=2)[CH:3]=1.[OH:16]S(O)(=O)=O.[OH2:21], predict the reaction product. The product is: [F:1][C:2]1[CH:9]=[CH:8][C:5]([C:6]([OH:16])=[O:21])=[C:4]([C:10]2[N:15]=[CH:14][CH:13]=[CH:12][N:11]=2)[CH:3]=1.